Dataset: Full USPTO retrosynthesis dataset with 1.9M reactions from patents (1976-2016). Task: Predict the reactants needed to synthesize the given product. (1) Given the product [Br:1][C:2]1[C:3]([NH:16][C:19](=[O:28])[O:42][C:38]([CH3:41])([CH3:40])[CH3:39])=[N:4][N:5]2[CH:10]=[CH:9][CH:8]=[N:7][C:6]=12, predict the reactants needed to synthesize it. The reactants are: [Br:1][C:2]1[C:3](C(O)=O)=[N:4][N:5]2[CH:10]=[CH:9][CH:8]=[N:7][C:6]=12.C([N:16]([CH2:19]C)CC)C.C1(P(N=[N+]=[N-])(C2C=CC=CC=2)=[O:28])C=CC=CC=1.[C:38]([OH:42])([CH3:41])([CH3:40])[CH3:39]. (2) Given the product [CH3:1][C:2]1([CH3:20])[C:7]2[CH:8]=[C:9]([C:12]3[NH:16][C:15]([C:17]#[N:18])=[CH:14][CH:13]=3)[CH:10]=[CH:11][C:6]=2[NH:5][C:4](=[S:30])[O:3]1, predict the reactants needed to synthesize it. The reactants are: [CH3:1][C:2]1([CH3:20])[C:7]2[CH:8]=[C:9]([C:12]3[NH:16][C:15]([C:17]#[N:18])=[CH:14][CH:13]=3)[CH:10]=[CH:11][C:6]=2[NH:5][C:4](=O)[O:3]1.COC1C=CC(P2(SP(C3C=CC(OC)=CC=3)(=S)S2)=[S:30])=CC=1.COCCOC. (3) Given the product [OH:1][C@H:2]([CH2:49][N:47]1[CH2:46][CH2:40][O:43][CH2:9][CH2:48]1)[CH2:4][O:15][C:16]1[CH:17]=[CH:18][C:19]2[C:20]3[N:21]([CH2:37][CH2:38][N:39]=3)[C:22]([NH:28][C:29]([C:30]3[CH:31]=[N:32][CH:33]=[CH:34][CH:35]=3)=[O:36])=[N:23][C:24]=2[C:25]=1[O:26][CH3:27], predict the reactants needed to synthesize it. The reactants are: [OH:1][C:2]([C:4](F)(F)F)=O.O[C:9](C(F)(F)F)=O.[OH:15][C:16]1[CH:17]=[CH:18][C:19]2[C:20]3[N:21]([CH2:37][CH2:38][N:39]=3)[C:22]([NH:28][C:29](=[O:36])[C:30]3[CH:35]=[CH:34][CH:33]=[N:32][CH:31]=3)=[N:23][C:24]=2[C:25]=1[O:26][CH3:27].[C:40](=[O:43])([O-])[O-].[Cs+].[Cs+].[CH3:46][N:47]([CH:49]=O)[CH3:48]. (4) The reactants are: [CH3:1][C:2]1[C:10]([C:11]2[S:12][C:13]([C:24]([O:26][CH3:27])=[O:25])=[C:14](OS(C(F)(F)F)(=O)=O)[N:15]=2)=[C:5]2[CH:6]=[CH:7][CH:8]=[CH:9][N:4]2[N:3]=1.[CH3:28][C:29]1(C)[C:33](C)(C)OB(CC=C)O1.C(=O)([O-])[O-].[Cs+].[Cs+].COCCOC. Given the product [CH3:1][C:2]1[C:10]([C:11]2[S:12][C:13]([C:24]([O:26][CH3:27])=[O:25])=[C:14]([CH2:33][CH:29]=[CH2:28])[N:15]=2)=[C:5]2[CH:6]=[CH:7][CH:8]=[CH:9][N:4]2[N:3]=1, predict the reactants needed to synthesize it. (5) The reactants are: [NH:1]1[C:5]2[CH:6]=[CH:7][CH:8]=[CH:9][C:4]=2[N:3]=[C:2]1[C:10]([N:12]1[CH2:15][CH:14]([O:16][C:17]2[C:22](Cl)=[N:21][CH:20]=[CH:19][N:18]=2)[CH2:13]1)=[O:11].[C:24]([Si:28]([CH3:46])([CH3:45])[O:29][CH:30]1[CH2:35][CH2:34][C:33](B2OC(C)(C)C(C)(C)O2)=[CH:32][CH2:31]1)([CH3:27])([CH3:26])[CH3:25].C(=O)([O-])[O-].[Na+].[Na+].O1CCOCC1.O. Given the product [NH:1]1[C:5]2[CH:6]=[CH:7][CH:8]=[CH:9][C:4]=2[N:3]=[C:2]1[C:10]([N:12]1[CH2:15][CH:14]([O:16][C:17]2[C:22]([C:33]3[CH2:34][CH2:35][CH:30]([O:29][Si:28]([C:24]([CH3:27])([CH3:26])[CH3:25])([CH3:45])[CH3:46])[CH2:31][CH:32]=3)=[N:21][CH:20]=[CH:19][N:18]=2)[CH2:13]1)=[O:11], predict the reactants needed to synthesize it. (6) Given the product [F:1][C:2]([F:14])([O:4][C:5]1[CH:10]=[CH:9][C:8]([NH2:11])=[CH:7][CH:6]=1)[CH3:3], predict the reactants needed to synthesize it. The reactants are: [F:1][C:2]([F:14])([O:4][C:5]1[CH:10]=[CH:9][C:8]([N+:11]([O-])=O)=[CH:7][CH:6]=1)[CH3:3]. (7) Given the product [ClH:3].[N:5]1[C:9]2[CH:10]=[CH:11][C:12]([C:14]([O:16][CH3:17])=[O:15])=[CH:13][C:8]=2[NH:7][CH:6]=1, predict the reactants needed to synthesize it. The reactants are: S(Cl)([Cl:3])=O.[N:5]1[C:9]2[CH:10]=[CH:11][C:12]([C:14]([OH:16])=[O:15])=[CH:13][C:8]=2[NH:7][CH:6]=1.[CH3:17]O. (8) Given the product [Cl:1][C:2]1[CH:3]=[CH:4][C:5]([S:10]([CH2:13][CH3:14])(=[O:12])=[O:11])=[C:6]([NH:8][NH:9][C:22]([C:20]2[CH:21]=[C:16]([CH3:15])[NH:17][C:18](=[O:25])[CH:19]=2)=[O:23])[CH:7]=1, predict the reactants needed to synthesize it. The reactants are: [Cl:1][C:2]1[CH:3]=[CH:4][C:5]([S:10]([CH2:13][CH3:14])(=[O:12])=[O:11])=[C:6]([NH:8][NH2:9])[CH:7]=1.[CH3:15][C:16]1[NH:17][C:18](=[O:25])[CH:19]=[C:20]([C:22](O)=[O:23])[CH:21]=1. (9) Given the product [CH3:1][O:2][C:3]1[CH:4]=[C:5]([CH:9]2[CH2:10][CH2:11][CH2:12][NH:13]2)[CH:6]=[CH:7][CH:8]=1, predict the reactants needed to synthesize it. The reactants are: [CH3:1][O:2][C:3]1[CH:4]=[C:5]([C:9]2[CH2:10][CH2:11][CH2:12][N:13]=2)[CH:6]=[CH:7][CH:8]=1.C([BH3-])#N.[Na+].C(O)(=O)C. (10) Given the product [NH2:28][C:27]1[C:18]([NH:17][C:15](=[O:16])[C:14]([N:11]2[CH2:10][CH2:9][CH:8]([CH2:1][C:2]3[CH:3]=[CH:4][CH:5]=[CH:6][CH:7]=3)[CH2:13][CH2:12]2)=[O:31])=[CH:19][C:20]2[O:24][C:23](=[O:25])[NH:22][C:21]=2[CH:26]=1, predict the reactants needed to synthesize it. The reactants are: [CH2:1]([CH:8]1[CH2:13][CH2:12][N:11]([C:14](=[O:31])[C:15]([NH:17][C:18]2[C:27]([N+:28]([O-])=O)=[CH:26][C:21]3[NH:22][C:23](=[O:25])[O:24][C:20]=3[CH:19]=2)=[O:16])[CH2:10][CH2:9]1)[C:2]1[CH:7]=[CH:6][CH:5]=[CH:4][CH:3]=1.